Dataset: Forward reaction prediction with 1.9M reactions from USPTO patents (1976-2016). Task: Predict the product of the given reaction. Given the reactants O.[NH2:2]N.[CH3:4][C:5]1[CH:6]=[C:7]([CH:21]=[CH:22][C:23]=1[N+:24]([O-:26])=[O:25])[CH2:8][C:9]1[N:13]=[C:12]([C:14]([F:20])([F:19])[C:15]([F:18])([F:17])[F:16])O[N:10]=1, predict the reaction product. The product is: [CH3:4][C:5]1[CH:6]=[C:7]([CH:21]=[CH:22][C:23]=1[N+:24]([O-:26])=[O:25])[CH2:8][C:9]1[N:13]=[C:12]([C:14]([F:20])([F:19])[C:15]([F:18])([F:17])[F:16])[NH:2][N:10]=1.